From a dataset of Full USPTO retrosynthesis dataset with 1.9M reactions from patents (1976-2016). Predict the reactants needed to synthesize the given product. (1) Given the product [F:44][C:2]([F:1])([F:43])[CH2:3][CH2:4][C@@H:5]([C:20](=[O:42])[NH:21][CH:22]1[C:28](=[O:29])[NH:27][C:26]2[C:30]([CH3:34])=[CH:31][CH:32]=[CH:33][C:25]=2[C:24]([C:35]2[CH:40]=[CH:39][CH:38]=[C:37]([F:41])[CH:36]=2)=[N:23]1)[C@H:6]([C:14]1[CH:15]=[CH:16][CH:17]=[CH:18][CH:19]=1)[C:7]([OH:9])=[O:8], predict the reactants needed to synthesize it. The reactants are: [F:1][C:2]([F:44])([F:43])[CH2:3][CH2:4][C@@H:5]([C:20](=[O:42])[NH:21][CH:22]1[C:28](=[O:29])[NH:27][C:26]2[C:30]([CH3:34])=[CH:31][CH:32]=[CH:33][C:25]=2[C:24]([C:35]2[CH:40]=[CH:39][CH:38]=[C:37]([F:41])[CH:36]=2)=[N:23]1)[C@H:6]([C:14]1[CH:19]=[CH:18][CH:17]=[CH:16][CH:15]=1)[C:7]([O:9]C(C)(C)C)=[O:8].C(O)(C(F)(F)F)=O. (2) Given the product [F:12][C:13]([F:22])([F:23])[C:14]([C:18]([F:19])([F:21])[F:20])([OH:17])[CH2:15][O:9][S:8]([C:5]1[CH:4]=[CH:3][C:2]([CH3:1])=[CH:7][CH:6]=1)(=[O:11])=[O:10], predict the reactants needed to synthesize it. The reactants are: [CH3:1][C:2]1[CH:3]=[CH:4][C:5]([S:8]([OH:11])(=[O:10])=[O:9])=[CH:6][CH:7]=1.[F:12][C:13]([F:23])([F:22])[C:14]([C:18]([F:21])([F:20])[F:19])([OH:17])[CH2:15]O.Cl.C1(C)C=CC=CC=1. (3) Given the product [C:1]([C:3]1[CH:25]=[CH:24][C:6]([CH2:7][NH:8][C:9](=[O:23])[CH:10]([C:13]2[C:14]([F:22])=[CH:15][C:16]([O:20][CH3:21])=[CH:17][C:18]=2[F:19])[O:11][CH3:12])=[C:5]([O:26][CH2:28][C:29](=[O:30])[NH:31][CH3:32])[CH:4]=1)#[N:2], predict the reactants needed to synthesize it. The reactants are: [C:1]([C:3]1[CH:25]=[CH:24][C:6]([CH2:7][NH:8][C:9](=[O:23])[CH:10]([C:13]2[C:18]([F:19])=[CH:17][C:16]([O:20][CH3:21])=[CH:15][C:14]=2[F:22])[O:11][CH3:12])=[C:5]([OH:26])[CH:4]=1)#[N:2].Cl[CH2:28][C:29]([NH:31][CH3:32])=[O:30].C(=O)([O-])[O-].[Cs+].[Cs+]. (4) Given the product [CH3:1][O:2][C:3]1[CH:8]=[CH:7][C:6]([NH:9][CH3:15])=[C:5]([N+:10]([O-:12])=[O:11])[CH:4]=1, predict the reactants needed to synthesize it. The reactants are: [CH3:1][O:2][C:3]1[CH:8]=[CH:7][C:6]([NH2:9])=[C:5]([N+:10]([O-:12])=[O:11])[CH:4]=1.[H-].[Na+].[CH3:15]I. (5) The reactants are: [Si]([O:8][CH2:9][C:10]1[N:15]=[CH:14][C:13]2[N:16]=[CH:17][N:18]([C:19]3[S:23][C:22]([C:24]([NH2:26])=[O:25])=[C:21]([O:27][CH:28]([C:30]4[CH:35]=[CH:34][CH:33]=[CH:32][C:31]=4[F:36])[CH3:29])[CH:20]=3)[C:12]=2[CH:11]=1)(C(C)(C)C)(C)C.[F-].C([N+](CCCC)(CCCC)CCCC)CCC. Given the product [F:36][C:31]1[CH:32]=[CH:33][CH:34]=[CH:35][C:30]=1[CH:28]([O:27][C:21]1[CH:20]=[C:19]([N:18]2[C:12]3[CH:11]=[C:10]([CH2:9][OH:8])[N:15]=[CH:14][C:13]=3[N:16]=[CH:17]2)[S:23][C:22]=1[C:24]([NH2:26])=[O:25])[CH3:29], predict the reactants needed to synthesize it. (6) Given the product [CH3:1][C:2]1[CH:11]=[CH:10][C:9]2[CH2:8][CH2:7][CH2:6][CH:5]([NH:12][CH2:27][CH2:26][CH2:25][CH2:24][N:15]3[C:16](=[O:23])[C:17]4[C:22](=[CH:21][CH:20]=[CH:19][CH:18]=4)[C:14]3=[O:13])[C:4]=2[N:3]=1, predict the reactants needed to synthesize it. The reactants are: [CH3:1][C:2]1[CH:11]=[CH:10][C:9]2[CH2:8][CH2:7][CH2:6][CH:5]([NH2:12])[C:4]=2[N:3]=1.[O:13]=[C:14]1[C:22]2[C:17](=[CH:18][CH:19]=[CH:20][CH:21]=2)[C:16](=[O:23])[N:15]1[CH2:24][CH2:25][CH2:26][CH:27]=O.C(O[BH-](OC(=O)C)OC(=O)C)(=O)C.[Na+].C(=O)(O)[O-].[Na+]. (7) Given the product [C:1]([O:5][C:6]([N:8]1[CH2:12][CH2:11][CH2:10][CH:9]1[C:13](=[O:30])[NH:14][C:15]1[CH:20]=[CH:19][C:18]([C:21]2[CH:22]=[CH:23][CH:24]=[CH:25][C:26]=2[S:44]([CH3:32])(=[O:46])=[O:43])=[CH:17][C:16]=1[CH3:29])=[O:7])([CH3:3])([CH3:4])[CH3:2], predict the reactants needed to synthesize it. The reactants are: [C:1]([O:5][C:6]([N:8]1[CH2:12][CH2:11][CH2:10][CH:9]1[C:13](=[O:30])[NH:14][C:15]1[CH:20]=[CH:19][C:18]([C:21]2[CH:26]=[CH:25][CH:24]=[CH:23][C:22]=2SC)=[CH:17][C:16]=1[CH3:29])=[O:7])([CH3:4])([CH3:3])[CH3:2].Cl[C:32]1C=C(C=CC=1)C(OO)=O.O[O:43][S:44]([O-:46])=O.[K+]. (8) Given the product [C:29]([C:2]1[C:3](=[O:28])[NH:4][C:5]2[CH:6]=[C:7]([C:21]3[C:22]([CH3:27])=[N:23][O:24][C:25]=3[CH3:26])[CH:8]=[C:9]([S:12]([NH:15][CH:16]3[CH2:17][CH2:18][CH2:19][CH2:20]3)(=[O:14])=[O:13])[C:10]=2[CH:11]=1)#[N:30], predict the reactants needed to synthesize it. The reactants are: Br[C:2]1[C:3](=[O:28])[NH:4][C:5]2[CH:6]=[C:7]([C:21]3[C:22]([CH3:27])=[N:23][O:24][C:25]=3[CH3:26])[CH:8]=[C:9]([S:12]([NH:15][CH:16]3[CH2:20][CH2:19][CH2:18][CH2:17]3)(=[O:14])=[O:13])[C:10]=2[CH:11]=1.[CH3:29][N:30](C=O)C. (9) Given the product [CH2:10]([O:12][C:13](=[O:24])[C:14](=[CH:20][NH:9][C:5]1[CH:4]=[CH:3][C:2]([CH3:1])=[C:7]([CH3:8])[N:6]=1)[C:15]([O:17][CH2:18][CH3:19])=[O:16])[CH3:11], predict the reactants needed to synthesize it. The reactants are: [CH3:1][C:2]1[CH:3]=[CH:4][C:5]([NH2:9])=[N:6][C:7]=1[CH3:8].[CH2:10]([O:12][C:13](=[O:24])[C:14](=[CH:20]OCC)[C:15]([O:17][CH2:18][CH3:19])=[O:16])[CH3:11]. (10) Given the product [Cl:1][C:2]1[CH:3]=[C:4]2[C:9](=[CH:10][CH:11]=1)[N:8]=[C:7]([NH:12][C:13]([N:29]1[CH2:30][CH2:31][N:26]([C:21]3[N:20]=[CH:25][CH:24]=[CH:23][N:22]=3)[CH2:27][CH2:28]1)=[O:17])[C:6]([O:18][CH3:19])=[N:5]2, predict the reactants needed to synthesize it. The reactants are: [Cl:1][C:2]1[CH:3]=[C:4]2[C:9](=[CH:10][CH:11]=1)[N:8]=[C:7]([NH:12][C:13](=[O:17])OCC)[C:6]([O:18][CH3:19])=[N:5]2.[N:20]1[CH:25]=[CH:24][CH:23]=[N:22][C:21]=1[N:26]1[CH2:31][CH2:30][NH:29][CH2:28][CH2:27]1.